From a dataset of Full USPTO retrosynthesis dataset with 1.9M reactions from patents (1976-2016). Predict the reactants needed to synthesize the given product. (1) Given the product [BrH:2].[C:6]1([C:27]2[CH:28]=[CH:29][CH:30]=[CH:31][CH:32]=2)[CH:7]=[CH:8][C:9]([CH2:12][CH2:13][NH:14][CH2:15][CH2:16][C:17]2[CH:18]=[C:19]([OH:25])[C:20]([OH:23])=[CH:21][CH:22]=2)=[CH:10][CH:11]=1, predict the reactants needed to synthesize it. The reactants are: B(Br)(Br)[Br:2].Cl.[C:6]1([C:27]2[CH:32]=[CH:31][CH:30]=[CH:29][CH:28]=2)[CH:11]=[CH:10][C:9]([CH2:12][CH2:13][NH:14][CH2:15][CH2:16][C:17]2[CH:22]=[CH:21][C:20]([O:23]C)=[C:19]([O:25]C)[CH:18]=2)=[CH:8][CH:7]=1. (2) Given the product [F:1][C:2]1[CH:10]=[CH:9][CH:8]=[C:7]2[C:3]=1[CH2:4][CH2:5][NH:6]2, predict the reactants needed to synthesize it. The reactants are: [F:1][C:2]1[CH:10]=[CH:9][CH:8]=[C:7]2[C:3]=1[CH:4]=[CH:5][NH:6]2.C([BH3-])#N.[Na+].[OH-].[Na+]. (3) Given the product [Cl:1][C:2]1[CH:3]=[C:4]([C:8]2[C:17]3[C:12](=[CH:13][CH:14]=[C:15]([CH:18]([OH:19])[C:20]4[S:21][CH:22]=[C:23]([C:25]5[CH:30]=[CH:29][CH:28]=[CH:27][CH:26]=5)[N:24]=4)[CH:16]=3)[NH:11][C:10](=[O:31])[C:9]=2[C:32]([O:34][CH2:35][CH3:36])=[O:33])[CH:5]=[CH:6][CH:7]=1, predict the reactants needed to synthesize it. The reactants are: [Cl:1][C:2]1[CH:3]=[C:4]([C:8]2[C:17]3[C:12](=[CH:13][CH:14]=[C:15]([C:18]([C:20]4[S:21][CH:22]=[C:23]([C:25]5[CH:30]=[CH:29][CH:28]=[CH:27][CH:26]=5)[N:24]=4)=[O:19])[CH:16]=3)[NH:11][C:10](=[O:31])[C:9]=2[C:32]([O:34][CH2:35][CH3:36])=[O:33])[CH:5]=[CH:6][CH:7]=1.[BH4-].[Na+]. (4) Given the product [Cl:18][C:4]1[C:5](=[O:17])[N:6]([C:9]2[CH:14]=[CH:13][C:12]([O:15][CH3:16])=[CH:11][CH:10]=2)[N:7]([CH3:8])[C:3]=1[CH2:2][N:29]1[CH2:30][CH2:31][N:26]([C:25]2[C:24]([Cl:32])=[CH:23][N:22]=[CH:21][C:20]=2[Cl:19])[CH2:27][CH2:28]1, predict the reactants needed to synthesize it. The reactants are: Br[CH2:2][C:3]1[N:7]([CH3:8])[N:6]([C:9]2[CH:14]=[CH:13][C:12]([O:15][CH3:16])=[CH:11][CH:10]=2)[C:5](=[O:17])[C:4]=1[Cl:18].[Cl:19][C:20]1[CH:21]=[N:22][CH:23]=[C:24]([Cl:32])[C:25]=1[N:26]1[CH2:31][CH2:30][NH:29][CH2:28][CH2:27]1.